From a dataset of NCI-60 drug combinations with 297,098 pairs across 59 cell lines. Regression. Given two drug SMILES strings and cell line genomic features, predict the synergy score measuring deviation from expected non-interaction effect. (1) Drug 1: C1=CC(=CC=C1CC(C(=O)O)N)N(CCCl)CCCl.Cl. Drug 2: C1CNP(=O)(OC1)N(CCCl)CCCl. Cell line: HCT116. Synergy scores: CSS=11.1, Synergy_ZIP=-5.88, Synergy_Bliss=-3.16, Synergy_Loewe=-2.99, Synergy_HSA=-2.99. (2) Drug 1: C1=CN(C(=O)N=C1N)C2C(C(C(O2)CO)O)O.Cl. Drug 2: CCC(=C(C1=CC=CC=C1)C2=CC=C(C=C2)OCCN(C)C)C3=CC=CC=C3.C(C(=O)O)C(CC(=O)O)(C(=O)O)O. Cell line: SNB-19. Synergy scores: CSS=30.6, Synergy_ZIP=-1.97, Synergy_Bliss=-2.90, Synergy_Loewe=-7.78, Synergy_HSA=-1.01. (3) Drug 1: COC1=C(C=C2C(=C1)N=CN=C2NC3=CC(=C(C=C3)F)Cl)OCCCN4CCOCC4. Drug 2: CC12CCC3C(C1CCC2O)C(CC4=C3C=CC(=C4)O)CCCCCCCCCS(=O)CCCC(C(F)(F)F)(F)F. Cell line: SNB-19. Synergy scores: CSS=7.46, Synergy_ZIP=-4.12, Synergy_Bliss=-2.44, Synergy_Loewe=0.420, Synergy_HSA=0.780. (4) Drug 1: C1=CC(=CC=C1CCCC(=O)O)N(CCCl)CCCl. Synergy scores: CSS=-3.10, Synergy_ZIP=-3.31, Synergy_Bliss=-6.73, Synergy_Loewe=-7.69, Synergy_HSA=-7.17. Drug 2: CC12CCC3C(C1CCC2O)C(CC4=C3C=CC(=C4)O)CCCCCCCCCS(=O)CCCC(C(F)(F)F)(F)F. Cell line: UACC-257.